Dataset: Full USPTO retrosynthesis dataset with 1.9M reactions from patents (1976-2016). Task: Predict the reactants needed to synthesize the given product. Given the product [Cl:1][C:2]1[CH:3]=[CH:4][C:5]([C:6]([C@H:8]2[CH2:10][C@H:9]2[C:11]([N:16]2[CH2:17][CH2:18][CH:19]([N:22]3[CH2:31][C:30]4[C:25](=[CH:26][CH:27]=[CH:28][CH:29]=4)[NH:24][C:23]3=[O:32])[CH2:20][CH2:21]2)=[O:13])=[O:7])=[CH:14][CH:15]=1, predict the reactants needed to synthesize it. The reactants are: [Cl:1][C:2]1[CH:15]=[CH:14][C:5]([C:6]([C@@H:8]2[CH2:10][C@H:9]2[C:11]([OH:13])=O)=[O:7])=[CH:4][CH:3]=1.[NH:16]1[CH2:21][CH2:20][CH:19]([N:22]2[CH2:31][C:30]3[C:25](=[CH:26][CH:27]=[CH:28][CH:29]=3)[NH:24][C:23]2=[O:32])[CH2:18][CH2:17]1.CN(C(ON1N=NC2C=CC=CC1=2)=[N+](C)C)C.[B-](F)(F)(F)F.C(N(CC)CC)C.C(O)(=O)CC(CC(O)=O)(C(O)=O)O.[K+].[Br-].